Dataset: NCI-60 drug combinations with 297,098 pairs across 59 cell lines. Task: Regression. Given two drug SMILES strings and cell line genomic features, predict the synergy score measuring deviation from expected non-interaction effect. (1) Drug 1: CC12CCC3C(C1CCC2=O)CC(=C)C4=CC(=O)C=CC34C. Drug 2: CCCS(=O)(=O)NC1=C(C(=C(C=C1)F)C(=O)C2=CNC3=C2C=C(C=N3)C4=CC=C(C=C4)Cl)F. Cell line: SW-620. Synergy scores: CSS=14.9, Synergy_ZIP=9.03, Synergy_Bliss=7.81, Synergy_Loewe=-7.71, Synergy_HSA=-5.28. (2) Drug 2: CC=C1C(=O)NC(C(=O)OC2CC(=O)NC(C(=O)NC(CSSCCC=C2)C(=O)N1)C(C)C)C(C)C. Drug 1: C1=NC2=C(N1)C(=S)N=C(N2)N. Synergy scores: CSS=66.8, Synergy_ZIP=-0.114, Synergy_Bliss=-0.498, Synergy_Loewe=-27.1, Synergy_HSA=0.652. Cell line: A549. (3) Drug 1: C1CNP(=O)(OC1)N(CCCl)CCCl. Drug 2: CC1C(C(CC(O1)OC2CC(CC3=C2C(=C4C(=C3O)C(=O)C5=C(C4=O)C(=CC=C5)OC)O)(C(=O)CO)O)N)O.Cl. Cell line: TK-10. Synergy scores: CSS=38.2, Synergy_ZIP=1.91, Synergy_Bliss=1.08, Synergy_Loewe=-38.4, Synergy_HSA=2.28. (4) Cell line: MOLT-4. Drug 1: CS(=O)(=O)C1=CC(=C(C=C1)C(=O)NC2=CC(=C(C=C2)Cl)C3=CC=CC=N3)Cl. Synergy scores: CSS=52.9, Synergy_ZIP=-0.598, Synergy_Bliss=-1.26, Synergy_Loewe=-19.0, Synergy_HSA=-0.824. Drug 2: C1=NC2=C(N1)C(=S)N=C(N2)N. (5) Drug 1: CC(CN1CC(=O)NC(=O)C1)N2CC(=O)NC(=O)C2. Drug 2: CC1C(C(CC(O1)OC2CC(CC3=C2C(=C4C(=C3O)C(=O)C5=CC=CC=C5C4=O)O)(C(=O)C)O)N)O. Cell line: MOLT-4. Synergy scores: CSS=46.5, Synergy_ZIP=-15.4, Synergy_Bliss=-26.1, Synergy_Loewe=-24.9, Synergy_HSA=-22.8.